From a dataset of Orexin1 receptor HTS with 218,158 compounds and 233 confirmed actives. Binary Classification. Given a drug SMILES string, predict its activity (active/inactive) in a high-throughput screening assay against a specified biological target. (1) The compound is [nH]1c2C(N(CCc2c2c1cccc2)Cc1n(ccc1)c1ncccn1)c1c(cccc1)C. The result is 0 (inactive). (2) The drug is O(c1c(C(=O)Nc2ccc(N(CC)CC)cc2)cccc1)CC(OC)=O. The result is 0 (inactive).